From a dataset of Catalyst prediction with 721,799 reactions and 888 catalyst types from USPTO. Predict which catalyst facilitates the given reaction. Reactant: [Cl:1][C:2]1[CH:7]=[CH:6][C:5]([CH:8]([C:39]2[CH:44]=[CH:43][C:42]([Cl:45])=[CH:41][CH:40]=2)[C:9]2[CH:10]=[C:11]3[C:16](=[CH:17][CH:18]=2)[N:15]=[C:14]([OH:19])[CH:13]=[C:12]3[NH:20][CH:21]2[CH2:26][CH2:25][N:24]([S:27]([C:30]3[S:34][C:33]([C:35]([O:37]C)=[O:36])=[CH:32][CH:31]=3)(=[O:29])=[O:28])[CH2:23][CH2:22]2)=[CH:4][CH:3]=1.[OH-].[Na+]. Product: [Cl:1][C:2]1[CH:7]=[CH:6][C:5]([CH:8]([C:39]2[CH:40]=[CH:41][C:42]([Cl:45])=[CH:43][CH:44]=2)[C:9]2[CH:10]=[C:11]3[C:16](=[CH:17][CH:18]=2)[N:15]=[C:14]([OH:19])[CH:13]=[C:12]3[NH:20][CH:21]2[CH2:22][CH2:23][N:24]([S:27]([C:30]3[S:34][C:33]([C:35]([OH:37])=[O:36])=[CH:32][CH:31]=3)(=[O:28])=[O:29])[CH2:25][CH2:26]2)=[CH:4][CH:3]=1. The catalyst class is: 5.